Dataset: Catalyst prediction with 721,799 reactions and 888 catalyst types from USPTO. Task: Predict which catalyst facilitates the given reaction. (1) Reactant: [CH3:1][O:2][N:3]1[C:8]([CH3:10])([CH3:9])[CH2:7][C:6](=[O:11])[CH2:5][C:4]1([CH3:13])[CH3:12].CC(O)([C:17]#[N:18])C.S(=O)(=O)(O)O.[C:25]([O-:28])(O)=O.[Na+]. Product: [CH3:1][O:2][N:3]1[C:8]([CH3:9])([CH3:10])[CH2:7][C:6]2([O:11][CH2:17][NH:18][C:25]2=[O:28])[CH2:5][C:4]1([CH3:13])[CH3:12]. The catalyst class is: 15. (2) Product: [Br:16][C:17]1[CH:22]=[CH:21][CH:20]=[CH:19][C:18]=1[N:6]1[C:7]2[CH:8]=[CH:9][C:10]([CH3:13])=[CH:11][C:12]=2[C:4]2[CH2:3][N:2]([CH3:1])[CH2:15][CH2:14][C:5]1=2. Reactant: [CH3:1][N:2]1[CH2:15][CH2:14][C:5]2[NH:6][C:7]3[CH:8]=[CH:9][C:10]([CH3:13])=[CH:11][C:12]=3[C:4]=2[CH2:3]1.[Br:16][C:17]1[CH:22]=[CH:21][CH:20]=[CH:19][C:18]=1Br.[O-]P([O-])([O-])=O.[K+].[K+].[K+].N1CCC[C@H]1C(O)=O. The catalyst class is: 580. (3) Reactant: [Cl:1][C:2]1[C:7]([OH:8])=[CH:6][C:5]([Cl:9])=[C:4]([C:10]2[CH:15]=[CH:14][C:13]([CH3:16])=[CH:12][CH:11]=2)[N:3]=1.O[CH2:18][C@@H:19]1[CH2:23][CH2:22][N:21]([C:24]([O:26][C:27]([CH3:30])([CH3:29])[CH3:28])=[O:25])[CH2:20]1.C1(P(C2C=CC=CC=2)C2C=CC=CC=2)C=CC=CC=1.N(C(OC(C)C)=O)=NC(OC(C)C)=O. Product: [Cl:1][C:2]1[C:7]([O:8][CH2:18][C@@H:19]2[CH2:23][CH2:22][N:21]([C:24]([O:26][C:27]([CH3:28])([CH3:30])[CH3:29])=[O:25])[CH2:20]2)=[CH:6][C:5]([Cl:9])=[C:4]([C:10]2[CH:15]=[CH:14][C:13]([CH3:16])=[CH:12][CH:11]=2)[N:3]=1. The catalyst class is: 11.